Dataset: Reaction yield outcomes from USPTO patents with 853,638 reactions. Task: Predict the reaction yield, written as a fraction of the theoretical maximum amount of product (1.0 means a 100% yield; for example, 0.34 means a 34% yield). (1) The reactants are [Cl:1][C:2]1[CH:3]=[C:4]([CH:6]=[CH:7][CH:8]=1)[NH2:5].[NH2:9][C:10]1[C:15]([C:16]#[N:17])=[CH:14][N:13]=[C:12](Cl)[N:11]=1. No catalyst specified. The product is [NH2:9][C:10]1[C:15]([C:16]#[N:17])=[CH:14][N:13]=[C:12]([NH:5][C:4]2[CH:6]=[CH:7][CH:8]=[C:2]([Cl:1])[CH:3]=2)[N:11]=1. The yield is 0.900. (2) The reactants are C[O:2][C:3](=[O:39])[C@@H:4]([NH:17][C:18]([C:20]1[C:21]([CH3:38])=[N:22][C:23]([NH:27][CH2:28][CH2:29][CH2:30][C:31]2[CH:36]=[CH:35][CH:34]=[C:33]([OH:37])[CH:32]=2)=[N:24][C:25]=1[CH3:26])=[O:19])[CH2:5][NH:6][C:7]([O:9][CH2:10][C:11]1[CH:16]=[CH:15][CH:14]=[CH:13][CH:12]=1)=[O:8].O.[OH-].[Li+].[K].[H][H]. The catalyst is C1COCC1.O. The product is [CH2:10]([O:9][C:7]([NH:6][CH2:5][C@H:4]([NH:17][C:18]([C:20]1[C:21]([CH3:38])=[N:22][C:23]([NH:27][CH2:28][CH2:29][CH2:30][C:31]2[CH:36]=[CH:35][CH:34]=[C:33]([OH:37])[CH:32]=2)=[N:24][C:25]=1[CH3:26])=[O:19])[C:3]([OH:39])=[O:2])=[O:8])[C:11]1[CH:12]=[CH:13][CH:14]=[CH:15][CH:16]=1. The yield is 0.460. (3) The reactants are [F:1][C:2]1[CH:10]=[C:9]2[C:5]([C:6]([C:18]3[CH:19]=[CH:20][C:21]4[S:25](=[O:27])(=[O:26])[NH:24][CH:23]([CH2:28][OH:29])[C:22]=4[CH:30]=3)=[CH:7][N:8]2[C:11]([O:13][C:14]([CH3:17])([CH3:16])[CH3:15])=[O:12])=[CH:4][CH:3]=1.C([O-])([O-])=O.[K+].[K+].Br[CH2:38][C:39]([O:41][CH2:42][CH3:43])=[O:40].O. The catalyst is CN(C=O)C. The product is [CH2:42]([O:41][C:39](=[O:40])[CH2:38][N:24]1[CH:23]([CH2:28][OH:29])[C:22]2[CH:30]=[C:18]([C:6]3[C:5]4[C:9](=[CH:10][C:2]([F:1])=[CH:3][CH:4]=4)[N:8]([C:11]([O:13][C:14]([CH3:17])([CH3:16])[CH3:15])=[O:12])[CH:7]=3)[CH:19]=[CH:20][C:21]=2[S:25]1(=[O:26])=[O:27])[CH3:43]. The yield is 0.780. (4) The reactants are [Br:1][C:2]1[C:7]([Cl:8])=[C:6]([F:9])[CH:5]=[C:4]([Br:10])[C:3]=1N.C(ON=O)CC(C)C. The catalyst is CN(C=O)C. The product is [Br:1][C:2]1[CH:3]=[C:4]([Br:10])[CH:5]=[C:6]([F:9])[C:7]=1[Cl:8]. The yield is 0.800.